Dataset: Forward reaction prediction with 1.9M reactions from USPTO patents (1976-2016). Task: Predict the product of the given reaction. (1) Given the reactants Cl.[O:2]1[CH2:7][CH2:6][N:5]([CH2:8][CH2:9][O:10][C:11]2[CH:19]=[C:18]3[C:14]([C:15]([C:27]4[CH:32]=[C:31]([F:33])[CH:30]=[C:29]([F:34])[CH:28]=4)=[C:16](C4C=NC=CC=4)[C:17]3=[O:20])=[CH:13][CH:12]=2)[CH2:4][CH2:3]1.O1CCN(CCOC2C=C3C(C(C4C=CC=CC=4)=C(Br)C3=O)=CC=2)CC1.[F:61][C:62]([F:73])([F:72])[C:63]1[CH:68]=[CH:67][C:66](B(O)O)=[CH:65][CH:64]=1, predict the reaction product. The product is: [O:2]1[CH2:3][CH2:4][N:5]([CH2:8][CH2:9][O:10][C:11]2[CH:19]=[C:18]3[C:14]([C:15]([C:27]4[CH:28]=[C:29]([F:34])[CH:30]=[C:31]([F:33])[CH:32]=4)=[C:16]([C:66]4[CH:67]=[CH:68][C:63]([C:62]([F:73])([F:72])[F:61])=[CH:64][CH:65]=4)[C:17]3=[O:20])=[CH:13][CH:12]=2)[CH2:6][CH2:7]1. (2) Given the reactants [CH3:1][CH:2]([C:4]1[N:8]=[C:7]([N:9]2[CH2:14][CH2:13][CH:12]([CH2:15][O:16][C:17]3[CH:22]=[CH:21][C:20]([C:23]4[CH:28]=[CH:27][C:26]([S:29]([NH:32][CH2:33][CH2:34][NH:35]C(=O)OC(C)(C)C)(=[O:31])=[O:30])=[CH:25][CH:24]=4)=[CH:19][CH:18]=3)[CH2:11][CH2:10]2)[O:6][N:5]=1)[CH3:3].[C:43]([OH:49])([C:45]([F:48])([F:47])[F:46])=[O:44], predict the reaction product. The product is: [C:43]([OH:49])([C:45]([F:48])([F:47])[F:46])=[O:44].[F:46][C:45]([F:48])([F:47])[C:43]([OH:49])=[O:44].[NH2:35][CH2:34][CH2:33][NH:32][S:29]([C:26]1[CH:27]=[CH:28][C:23]([C:20]2[CH:19]=[CH:18][C:17]([O:16][CH2:15][CH:12]3[CH2:11][CH2:10][N:9]([C:7]4[O:6][N:5]=[C:4]([CH:2]([CH3:3])[CH3:1])[N:8]=4)[CH2:14][CH2:13]3)=[CH:22][CH:21]=2)=[CH:24][CH:25]=1)(=[O:30])=[O:31]. (3) The product is: [C:10]([C:12]1[CH:13]=[C:14]([NH:19][C:20]2[C:29]3[C:24](=[CH:25][C:26]([O:35][CH3:36])=[C:27]([O:30][CH2:31][CH2:32][CH2:33][N:8]4[CH2:7][CH:6]5[O:1][CH2:2][CH2:3][O:4][CH:5]5[CH2:9]4)[CH:28]=3)[N:23]=[CH:22][N:21]=2)[CH:15]=[CH:16][C:17]=1[F:18])#[CH:11]. Given the reactants [O:1]1[CH:6]2[CH2:7][NH:8][CH2:9][CH:5]2[O:4][CH2:3][CH2:2]1.[C:10]([C:12]1[CH:13]=[C:14]([NH:19][C:20]2[C:29]3[C:24](=[CH:25][C:26]([O:35][CH3:36])=[C:27]([O:30][CH2:31][CH2:32][CH2:33]Cl)[CH:28]=3)[N:23]=[CH:22][N:21]=2)[CH:15]=[CH:16][C:17]=1[F:18])#[CH:11].C([O-])([O-])=O.[K+].[K+], predict the reaction product. (4) Given the reactants [CH2:1]([O:8][C:9](=[O:16])[NH:10][C@@H:11]([CH3:15])[C:12]([NH2:14])=S)[C:2]1[CH:7]=[CH:6][CH:5]=[CH:4][CH:3]=1.[CH:17]([NH:19][NH2:20])=O, predict the reaction product. The product is: [N:19]1[N:20]=[C:12]([C@@H:11]([NH:10][C:9](=[O:16])[O:8][CH2:1][C:2]2[CH:3]=[CH:4][CH:5]=[CH:6][CH:7]=2)[CH3:15])[NH:14][CH:17]=1. (5) Given the reactants C(OC([N:8]1[CH2:13][CH2:12][N:11]([C:14]([C:16]2[C:24]3[C:19](=[CH:20][N:21]=[C:22]([O:25][CH3:26])[CH:23]=3)[N:18]([C:27]3[CH:32]=[CH:31][CH:30]=[CH:29][CH:28]=3)[C:17]=2[CH2:33][C:34]2[CH:39]=[CH:38][CH:37]=[C:36]([F:40])[C:35]=2[CH3:41])=[O:15])[CH2:10][CH2:9]1)=O)(C)(C)C.Cl.Cl.Cl.FC1C(C)=C(C=CC=1)CC1N(C2C=CC=CC=2)C2=CN=C(OC)C=C2C=1C(N1CCNCC1)=O, predict the reaction product. The product is: [F:40][C:36]1[C:35]([CH3:41])=[C:34]([CH:39]=[CH:38][CH:37]=1)[CH2:33][C:17]1[N:18]([C:27]2[CH:28]=[CH:29][CH:30]=[CH:31][CH:32]=2)[C:19]2=[CH:20][N:21]=[C:22]([O:25][CH3:26])[CH:23]=[C:24]2[C:16]=1[C:14]([N:11]1[CH2:10][CH2:9][NH:8][CH2:13][CH2:12]1)=[O:15]. (6) Given the reactants [N+:1]([C:4]1[CH:5]=[N:6][N:7]([C:9]2([CH2:13][OH:14])[CH2:12][CH2:11][CH2:10]2)[CH:8]=1)([O-])=O, predict the reaction product. The product is: [NH2:1][C:4]1[CH:5]=[N:6][N:7]([C:9]2([CH2:13][OH:14])[CH2:12][CH2:11][CH2:10]2)[CH:8]=1.